Predict the product of the given reaction. From a dataset of Forward reaction prediction with 1.9M reactions from USPTO patents (1976-2016). (1) The product is: [CH3:1][O:2][C:3]([C:5]1[CH:10]=[CH:9][C:8]([CH:11]2[CH2:15][CH2:14][CH2:13][O:12]2)=[C:7]([C:22]2[CH:21]=[CH:20][CH:19]=[C:18]([Cl:17])[CH:23]=2)[N:6]=1)=[O:4]. Given the reactants [CH3:1][O:2][C:3]([C:5]1[CH:10]=[CH:9][C:8]([CH:11]2[CH2:15][CH2:14][CH2:13][O:12]2)=[C:7](Br)[N:6]=1)=[O:4].[Cl:17][C:18]1[CH:19]=[C:20](B(O)O)[CH:21]=[CH:22][CH:23]=1.C(=O)([O-])[O-].[Cs+].[Cs+], predict the reaction product. (2) Given the reactants [NH2:1][C:2]1[CH:7]=[CH:6][C:5]([N:8]2[C:12](=[O:13])[CH:11]=[C:10]([C@H:14]3[N:22]4[C:17](=[CH:18][C:19]([C:24]5[CH:29]=[C:28]([Cl:30])[CH:27]=[CH:26][C:25]=5[N:31]5[CH:35]=[N:34][N:33]=[N:32]5)=[CH:20][C:21]4=[O:23])[CH2:16][CH2:15]3)[NH:9]2)=[CH:4][CH:3]=1.Cl[C:37]([O:39][CH2:40][CH2:41][O:42][CH3:43])=[O:38], predict the reaction product. The product is: [CH3:43][O:42][CH2:41][CH2:40][O:39][C:37](=[O:38])[NH:1][C:2]1[CH:3]=[CH:4][C:5]([N:8]2[C:12](=[O:13])[CH:11]=[C:10]([C@H:14]3[N:22]4[C:17](=[CH:18][C:19]([C:24]5[CH:29]=[C:28]([Cl:30])[CH:27]=[CH:26][C:25]=5[N:31]5[CH:35]=[N:34][N:33]=[N:32]5)=[CH:20][C:21]4=[O:23])[CH2:16][CH2:15]3)[NH:9]2)=[CH:6][CH:7]=1. (3) The product is: [NH2:29][C:26]1[CH:25]=[CH:24][C:23]([CH2:22][CH2:21][N:10]2[C:9]3[N:8]=[C:7]([CH2:6][C:5]4[CH:32]=[CH:33][C:2]([F:1])=[CH:3][CH:4]=4)[NH:15][C:14]=3[C:13](=[O:16])[N:12]([CH2:17][CH2:18][CH3:19])[C:11]2=[O:20])=[CH:28][CH:27]=1. Given the reactants [F:1][C:2]1[CH:33]=[CH:32][C:5]([CH2:6][C:7]2[NH:15][C:14]3[C:13](=[O:16])[N:12]([CH2:17][CH2:18][CH3:19])[C:11](=[O:20])[N:10]([CH2:21][CH2:22][C:23]4[CH:28]=[CH:27][C:26]([N+:29]([O-])=O)=[CH:25][CH:24]=4)[C:9]=3[N:8]=2)=[CH:4][CH:3]=1.O.NN.[H][H], predict the reaction product. (4) Given the reactants [C:1]([NH:5][C:6]1[S:7][C:8]2[N:9]=[CH:10][N:11]=[C:12](Cl)[C:13]=2[N:14]=1)([CH3:4])([CH3:3])[CH3:2].[CH2:16]([N:19]1[CH:23]=[CH:22][N:21]=[C:20]1[C:24]1[S:25][C:26]([Sn](CCCC)(CCCC)CCCC)=[CH:27][C:28]=1[C:29]1[CH:34]=[CH:33][C:32]([Cl:35])=[CH:31][C:30]=1[Cl:36])[CH:17]=[CH2:18], predict the reaction product. The product is: [CH2:16]([N:19]1[CH:23]=[CH:22][N:21]=[C:20]1[C:24]1[S:25][C:26]([C:12]2[C:13]3[N:14]=[C:6]([NH:5][C:1]([CH3:4])([CH3:3])[CH3:2])[S:7][C:8]=3[N:9]=[CH:10][N:11]=2)=[CH:27][C:28]=1[C:29]1[CH:34]=[CH:33][C:32]([Cl:35])=[CH:31][C:30]=1[Cl:36])[CH:17]=[CH2:18].